This data is from Forward reaction prediction with 1.9M reactions from USPTO patents (1976-2016). The task is: Predict the product of the given reaction. Given the reactants [N:1]1([C:7]([O:9][CH:10]([C:15]([F:18])([F:17])[F:16])[C:11]([F:14])([F:13])[F:12])=[O:8])[CH2:6][CH2:5][NH:4][CH2:3][CH2:2]1.[CH:19]([C:21]1[CH:26]=[CH:25][C:24]([C:27]([F:30])([F:29])[F:28])=[CH:23][C:22]=1[N:31]1[CH2:35][CH2:34][CH2:33][CH:32]1[C:36](O)=O)=O.C(O[BH-](O[C:49](=[O:51])C)OC(=O)C)(=O)C.[Na+], predict the reaction product. The product is: [N:31]1([C:49]([CH:33]2[CH2:34][CH2:35][N:31]([C:22]3[CH:23]=[C:24]([C:27]([F:28])([F:29])[F:30])[CH:25]=[CH:26][C:21]=3[CH2:19][N:4]3[CH2:5][CH2:6][N:1]([C:7]([O:9][CH:10]([C:11]([F:12])([F:13])[F:14])[C:15]([F:16])([F:18])[F:17])=[O:8])[CH2:2][CH2:3]3)[CH2:36][CH2:32]2)=[O:51])[CH2:35][CH2:34][CH2:33][CH2:32]1.